Dataset: Forward reaction prediction with 1.9M reactions from USPTO patents (1976-2016). Task: Predict the product of the given reaction. (1) Given the reactants Cl[C:2]1[N:10]=[C:9]2[C:5]([N:6]=[C:7]([CH2:12][N:13]3[CH2:18][CH2:17][N:16]([C:19]([CH3:23])([CH3:22])[CH2:20][OH:21])[CH2:15][CH2:14]3)[N:8]2[CH3:11])=[C:4]([N:24]2[CH2:29][CH2:28][O:27][CH2:26][CH2:25]2)[N:3]=1.[NH:30]1[C:34]2[CH:35]=[CH:36][CH:37]=[CH:38][C:33]=2[N:32]=[C:31]1[CH2:39][CH2:40][OH:41], predict the reaction product. The product is: [OH:41][CH2:40][CH2:39][C:31]1[N:30]([C:2]2[N:10]=[C:9]3[C:5]([N:6]=[C:7]([CH2:12][N:13]4[CH2:18][CH2:17][N:16]([C:19]([CH3:22])([CH3:23])[CH2:20][OH:21])[CH2:15][CH2:14]4)[N:8]3[CH3:11])=[C:4]([N:24]3[CH2:25][CH2:26][O:27][CH2:28][CH2:29]3)[N:3]=2)[C:34]2[CH:35]=[CH:36][CH:37]=[CH:38][C:33]=2[N:32]=1. (2) The product is: [NH2:8][CH2:9][C:10]([NH:52][C@@H:51]([C:53]([OH:55])=[O:54])[CH2:50][CH:44]1[CH2:49][CH2:48][CH2:47][CH2:46][CH2:45]1)=[O:11]. Given the reactants C(OC([NH:8][CH2:9][C:10](O)=[O:11])=O)(C)(C)C.CCN(C(C)C)C(C)C.CN(C(ON1N=NC2C=CC=CC1=2)=[N+](C)C)C.[B-](F)(F)(F)F.[CH:44]1([CH2:50][C@H:51]([C:53]([OH:55])=[O:54])[NH2:52])[CH2:49][CH2:48][CH2:47][CH2:46][CH2:45]1, predict the reaction product. (3) Given the reactants [CH3:1][C:2]1([CH3:10])[O:9][C:7](=[O:8])[CH2:6][C:4](=[O:5])[O:3]1.[C:11]([O:15][C:16]([N:18]1[CH2:23][CH2:22][CH:21]([CH2:24][CH:25]=O)[CH2:20][CH2:19]1)=[O:17])([CH3:14])([CH3:13])[CH3:12].C(O)(=O)C.N1CCCCC1.[BH4-].[Na+].Cl, predict the reaction product. The product is: [C:11]([O:15][C:16]([N:18]1[CH2:23][CH2:22][CH:21]([CH2:24][CH2:25][CH:6]2[C:7](=[O:8])[O:9][C:2]([CH3:10])([CH3:1])[O:3][C:4]2=[O:5])[CH2:20][CH2:19]1)=[O:17])([CH3:14])([CH3:13])[CH3:12]. (4) Given the reactants [OH:1][C:2]1[CH:3]=[C:4]([NH:10][C:11]2[CH:19]=[CH:18][CH:17]=[C:13]([C:14]([OH:16])=O)[C:12]=2[C:20]([OH:22])=O)[CH:5]=[CH:6][C:7]=1[O:8][CH3:9].Cl.[NH2:24][CH:25]1[CH2:31][CH2:30][C:29](=[O:32])[NH:28][C:26]1=[O:27], predict the reaction product. The product is: [O:27]=[C:26]1[CH:25]([N:24]2[C:20](=[O:22])[C:12]3[C:13](=[CH:17][CH:18]=[CH:19][C:11]=3[NH:10][C:4]3[CH:5]=[CH:6][C:7]([O:8][CH3:9])=[C:2]([OH:1])[CH:3]=3)[C:14]2=[O:16])[CH2:31][CH2:30][C:29](=[O:32])[NH:28]1. (5) Given the reactants [Br:1][C:2]1[CH:7]=[CH:6][C:5]([NH:8][C:9]2[C:10]([CH:20]([OH:26])[CH2:21][O:22][CH2:23][O:24][CH3:25])=[CH:11][C:12]3[N:16]([CH3:17])[CH:15]=[N:14][C:13]=3[C:18]=2[F:19])=[C:4]([Cl:27])[CH:3]=1.CC(OI1(OC(C)=O)(OC(C)=O)OC(=O)C2C=CC=CC1=2)=O.C([O-])(O)=O.[Na+].O.O.O.O.O.S([O-])([O-])(=O)=S.[Na+].[Na+], predict the reaction product. The product is: [Br:1][C:2]1[CH:7]=[CH:6][C:5]([NH:8][C:9]2[C:10]([C:20](=[O:26])[CH2:21][O:22][CH2:23][O:24][CH3:25])=[CH:11][C:12]3[N:16]([CH3:17])[CH:15]=[N:14][C:13]=3[C:18]=2[F:19])=[C:4]([Cl:27])[CH:3]=1.